From a dataset of Catalyst prediction with 721,799 reactions and 888 catalyst types from USPTO. Predict which catalyst facilitates the given reaction. (1) Product: [CH3:15][O:16][C:48]1[CH:43]=[C:44]([CH:45]=[CH:46][CH:47]=1)[CH2:58][NH:61][C:11]([C:8]1[NH:9][C:10]2[C:6]([CH:7]=1)=[CH:5][C:4]([F:14])=[CH:3][C:2]=2[Br:1])=[O:13]. The catalyst class is: 13. Reactant: [Br:1][C:2]1[CH:3]=[C:4]([F:14])[CH:5]=[C:6]2[C:10]=1[NH:9][C:8]([C:11]([OH:13])=O)=[CH:7]2.[CH3:15][O:16]NCC1C=CC=CC=1.C1CN([P+](ON2N=N[C:44]3[CH:45]=[CH:46][CH:47]=[CH:48][C:43]2=3)(N2CCCC2)N2CCCC2)CC1.F[P-](F)(F)(F)(F)F.[CH:58]([NH:61]C(C)C)(C)C. (2) Reactant: [CH2:1]([O:3][C:4]([C:6]1[S:7][C:8]([S:20][CH3:21])=[C:9]([C:18]#[N:19])[C:10]=1[C:11]1[CH:16]=[CH:15][C:14]([NH2:17])=[CH:13][CH:12]=1)=[O:5])[CH3:2].C(N(CC)CC)C.[CH3:29][S:30](Cl)(=[O:32])=[O:31].[NH4+].[Cl-]. Product: [CH2:1]([O:3][C:4]([C:6]1[S:7][C:8]([S:20][CH3:21])=[C:9]([C:18]#[N:19])[C:10]=1[C:11]1[CH:16]=[CH:15][C:14]([NH:17][S:30]([CH3:29])(=[O:32])=[O:31])=[CH:13][CH:12]=1)=[O:5])[CH3:2]. The catalyst class is: 2. (3) Reactant: [O:1]=[C:2]([N:10]1[CH2:14][CH2:13][CH2:12][C@H:11]1[C:15]([O:17]C)=[O:16])[C:3](=[O:9])[C:4]([CH3:8])([CH3:7])[CH2:5][CH3:6].CO.Cl. Product: [O:1]=[C:2]([N:10]1[CH2:14][CH2:13][CH2:12][C@H:11]1[C:15]([OH:17])=[O:16])[C:3](=[O:9])[C:4]([CH3:7])([CH3:8])[CH2:5][CH3:6]. The catalyst class is: 6. (4) Reactant: [N:1]([CH2:4][CH2:5][CH2:6][OH:7])=[N+:2]=[N-:3].C(N(CC)CC)C.[C:15](Cl)(=[O:19])[C:16]([CH3:18])=[CH2:17]. Product: [C:15]([O:7][CH2:6][CH2:5][CH2:4][N:1]=[N+:2]=[N-:3])(=[O:19])[C:16]([CH3:18])=[CH2:17]. The catalyst class is: 4. (5) Reactant: Cl[CH2:2][C:3]1[C:11]2[C:6](=[CH:7][CH:8]=[CH:9][CH:10]=2)[N:5]([CH3:12])[N:4]=1.C([O-])([O-])=O.[K+].[K+].[F:19][C:20]1[CH:48]=[CH:47][CH:46]=[C:45]([F:49])[C:21]=1[CH2:22][N:23]1[C:28]2[CH:29]=[CH:30][CH:31]=[CH:32][C:27]=2[S:26](=[O:34])(=[O:33])[N:25](CCC2C(C)=NOC=2C)[C:24]1=[O:44]. Product: [F:19][C:20]1[CH:48]=[CH:47][CH:46]=[C:45]([F:49])[C:21]=1[CH2:22][N:23]1[C:28]2[CH:29]=[CH:30][CH:31]=[CH:32][C:27]=2[S:26](=[O:34])(=[O:33])[N:25]([CH2:2][C:3]2[C:11]3[C:6](=[CH:7][CH:8]=[CH:9][CH:10]=3)[N:5]([CH3:12])[N:4]=2)[C:24]1=[O:44]. The catalyst class is: 3. (6) Reactant: [F:1][C:2]1[CH:14]=[CH:13][C:12]2[C:11]3[C:6](=[CH:7][CH:8]=[CH:9][C:10]=3[F:15])[NH:5][C:4]=2[CH:3]=1.[OH-].[K+].[CH2:18]([CH:20]1[O:22][CH2:21]1)Br. Product: [F:1][C:2]1[CH:14]=[CH:13][C:12]2[C:11]3[C:6](=[CH:7][CH:8]=[CH:9][C:10]=3[F:15])[N:5]([CH2:18][CH:20]3[CH2:21][O:22]3)[C:4]=2[CH:3]=1. The catalyst class is: 9. (7) Reactant: [NH2:1][C:2]([NH2:4])=[S:3].CO[CH:7]([N:10]([CH3:12])[CH3:11])OC.[CH2:13](N(CC)CC)C.Br[CH2:21][C:22]([C:24]1[CH:29]=[CH:28][CH:27]=[CH:26][C:25]=1[Cl:30])=[O:23]. Product: [Cl:30][C:25]1[CH:26]=[CH:27][CH:28]=[CH:29][C:24]=1[C:22]([C:21]1[S:3][C:2]([N:4]=[CH:12][N:10]([CH3:7])[CH3:11])=[N:1][CH:13]=1)=[O:23]. The catalyst class is: 5. (8) Reactant: [F:1][C:2]([F:21])([C:14]1[CH:19]=[CH:18][C:17]([F:20])=[CH:16][CH:15]=1)[CH2:3][CH2:4][S:5][C:6]1[N:7]=[CH:8][S:9][C:10]=1[C:11]([OH:13])=O.[B-](F)(F)(F)F.CN(C(ON1N=NC2C1=CC=CC=2)=[N+](C)C)C.CN1CCOCC1.[F:51][C:52]1[CH:59]=[CH:58][C:55]([CH2:56][NH2:57])=[CH:54][CH:53]=1. Product: [F:21][C:2]([F:1])([C:14]1[CH:19]=[CH:18][C:17]([F:20])=[CH:16][CH:15]=1)[CH2:3][CH2:4][S:5][C:6]1[N:7]=[CH:8][S:9][C:10]=1[C:11]([NH:57][CH2:56][C:55]1[CH:58]=[CH:59][C:52]([F:51])=[CH:53][CH:54]=1)=[O:13]. The catalyst class is: 3.